From a dataset of Forward reaction prediction with 1.9M reactions from USPTO patents (1976-2016). Predict the product of the given reaction. (1) Given the reactants [I:1][C:2]1[C:3](=[O:10])[CH2:4][C:5]([CH3:9])([CH3:8])[CH2:6][CH:7]=1.[CH2:11](O)[CH2:12][OH:13].O.C1(C)C=CC(S(O)(=O)=O)=CC=1, predict the reaction product. The product is: [I:1][C:2]1[C:3]2([CH2:4][C:5]([CH3:9])([CH3:8])[CH2:6][CH:7]=1)[O:13][CH2:12][CH2:11][O:10]2. (2) Given the reactants Br[C:2]1[CH:10]=[CH:9][CH:8]=[C:7]2[C:3]=1[C:4]([CH:14]=[O:15])=[CH:5][N:6]2[CH:11]([CH3:13])[CH3:12].CC1(C)C(C)(C)OB([CH:24]2[CH2:26][CH2:25]2)O1.O.[OH-].[Li+], predict the reaction product. The product is: [CH:24]1([C:2]2[CH:10]=[CH:9][CH:8]=[C:7]3[C:3]=2[C:4]([CH:14]=[O:15])=[CH:5][N:6]3[CH:11]([CH3:13])[CH3:12])[CH2:26][CH2:25]1. (3) Given the reactants [Cl:1][C:2]1[CH:3]=[C:4]([CH:15]=[CH:16][C:17]=1[C:18]([F:21])([F:20])[F:19])[O:5][C:6]1[CH:11]=[CH:10][C:9]([CH2:12][CH2:13][NH2:14])=[CH:8][CH:7]=1.[CH3:22][O:23][C:24]1[N:29]=[CH:28][C:27]([CH2:30][C:31]2[C:32](=[O:39])[N:33]=[C:34](SC)[NH:35][CH:36]=2)=[CH:26][N:25]=1, predict the reaction product. The product is: [Cl:1][C:2]1[CH:3]=[C:4]([CH:15]=[CH:16][C:17]=1[C:18]([F:19])([F:20])[F:21])[O:5][C:6]1[CH:11]=[CH:10][C:9]([CH2:12][CH2:13][NH:14][C:34]2[NH:35][CH:36]=[C:31]([CH2:30][C:27]3[CH:26]=[N:25][C:24]([O:23][CH3:22])=[N:29][CH:28]=3)[C:32](=[O:39])[N:33]=2)=[CH:8][CH:7]=1. (4) Given the reactants [I:1][C:2]1[CH:7]=[CH:6][N:5]=[C:4]([CH2:8][O:9]C(=O)C)[CH:3]=1.CO.[OH-].[Na+], predict the reaction product. The product is: [I:1][C:2]1[CH:7]=[CH:6][N:5]=[C:4]([CH2:8][OH:9])[CH:3]=1. (5) Given the reactants CN([CH:4]=[O:5])C.P(Cl)(Cl)(Cl)=O.[CH:11]1[C:19]([Br:20])=[CH:18][N:17]2[C:13](=[N:14][CH:15]=[CH:16]2)[CH:12]=1.[OH-].[Na+].C([O-])(O)=O.[Na+], predict the reaction product. The product is: [CH:11]1[C:19]([Br:20])=[CH:18][N:17]2[C:13](=[N:14][CH:15]=[C:16]2[CH:4]=[O:5])[CH:12]=1.